Dataset: Catalyst prediction with 721,799 reactions and 888 catalyst types from USPTO. Task: Predict which catalyst facilitates the given reaction. (1) Reactant: [NH2:1][CH2:2][CH:3]([C:5]1[CH:10]=[CH:9][CH:8]=[CH:7][CH:6]=1)[OH:4].C(N(CC)CC)C.[C:18](O[C:18]([O:20][C:21]([CH3:24])([CH3:23])[CH3:22])=[O:19])([O:20][C:21]([CH3:24])([CH3:23])[CH3:22])=[O:19].[Cl-].[NH4+]. Product: [OH:4][CH:3]([C:5]1[CH:10]=[CH:9][CH:8]=[CH:7][CH:6]=1)[CH2:2][NH:1][C:18](=[O:19])[O:20][C:21]([CH3:24])([CH3:23])[CH3:22]. The catalyst class is: 4. (2) The catalyst class is: 109. Product: [CH3:24][C:18]1([CH2:17][O:16][C:3]2[C:2]([CH:25]=[CH2:26])=[CH:7][N:6]3[C:8]([NH:11][S:12]([CH3:15])(=[O:14])=[O:13])=[N:9][N:10]=[C:5]3[CH:4]=2)[CH2:23][CH2:22][CH2:21][CH2:20][CH2:19]1. Reactant: Br[C:2]1[C:3]([O:16][CH2:17][C:18]2([CH3:24])[CH2:23][CH2:22][CH2:21][CH2:20][CH2:19]2)=[CH:4][C:5]2[N:6]([C:8]([NH:11][S:12]([CH3:15])(=[O:14])=[O:13])=[N:9][N:10]=2)[CH:7]=1.[CH2:25]([Sn](CCCC)(CCCC)C=C)[CH2:26]CC.